From a dataset of Catalyst prediction with 721,799 reactions and 888 catalyst types from USPTO. Predict which catalyst facilitates the given reaction. (1) Product: [CH3:34][N:33]1[C:32]2[CH:35]=[CH:36][CH:37]=[CH:38][C:31]=2[N:30]=[C:29]1[CH2:28][N:11]([CH:9]1[C:10]2[N:1]=[CH:2][CH:3]=[CH:4][C:5]=2[CH2:6][CH2:7][CH2:8]1)[CH2:12][CH2:13][CH2:14][CH2:15][N:16]1[C:24](=[O:25])[C:23]2[C:18](=[CH:19][CH:20]=[CH:21][CH:22]=2)[C:17]1=[O:26]. Reactant: [N:1]1[C:10]2[C@@H:9]([NH:11][CH2:12][CH2:13][CH2:14][CH2:15][N:16]3[C:24](=[O:25])[C:23]4[C:18](=[CH:19][CH:20]=[CH:21][CH:22]=4)[C:17]3=[O:26])[CH2:8][CH2:7][CH2:6][C:5]=2[CH:4]=[CH:3][CH:2]=1.Cl[CH2:28][C:29]1[N:33]([CH3:34])[C:32]2[CH:35]=[CH:36][CH:37]=[CH:38][C:31]=2[N:30]=1.CNC1C=CC=CC=1N.ClCC(O)=O.C(N(C(C)C)CC)(C)C.[I-].[K+]. The catalyst class is: 10. (2) Reactant: [C:1]([C@H:3]([C@H:14]1[CH2:19][CH2:18][C@H:17]([CH3:20])[CH2:16][CH2:15]1)[NH:4][S@](C1C=CC(C)=CC=1)=O)#[N:2].[ClH:21]. The catalyst class is: 5. Product: [ClH:21].[NH2:4][C@@H:3]([C@H:14]1[CH2:19][CH2:18][C@H:17]([CH3:20])[CH2:16][CH2:15]1)[C:1]#[N:2].